Dataset: Reaction yield outcomes from USPTO patents with 853,638 reactions. Task: Predict the reaction yield, written as a fraction of the theoretical maximum amount of product (1.0 means a 100% yield; for example, 0.34 means a 34% yield). (1) The reactants are C1(S([N:10]2[C:14]3[CH:15]=[N:16][C:17]([C:28]#[N:29])=[C:18]([O:19][CH:20]4[CH2:25][CH2:24][N:23]([CH2:26][CH3:27])[CH2:22][CH2:21]4)[C:13]=3[C:12]3[CH:30]=[C:31](Br)[CH:32]=[N:33][C:11]2=3)(=O)=O)C=CC=CC=1.F[B-](F)(F)F.C([PH+](C(C)(C)C)C(C)(C)C)(C)(C)C.O1C[CH2:57][O:56][CH2:55]C1.N12CCCN=C1CCCCC2.[OH2:70]. The catalyst is [C-]#[O+].[C-]#[O+].[C-]#[O+].[C-]#[O+].[C-]#[O+].[C-]#[O+].[Mo].CO. The product is [CH3:55][O:56][C:57]([C:31]1[CH:32]=[N:33][C:11]2[NH:10][C:14]3[CH:15]=[N:16][C:17]([C:28]#[N:29])=[C:18]([O:19][CH:20]4[CH2:25][CH2:24][N:23]([CH2:26][CH3:27])[CH2:22][CH2:21]4)[C:13]=3[C:12]=2[CH:30]=1)=[O:70]. The yield is 0.280. (2) The reactants are [N:1]1([C:6]([C:8]2[CH:9]=[CH:10][CH:11]=[C:12]3[C:17]=2[N:16]=[C:15]([C:18]2[CH:23]=[CH:22][N:21]=[CH:20][CH:19]=2)[CH:14]=[CH:13]3)=[O:7])[CH:5]=[CH:4]N=C1.NCC[N:27]([C:31]1[N:32]=[N+:33]([O-:42])[C:34]2[CH:41]=[CH:40][CH:39]=[CH:38][C:35]=2[N+:36]=1[O-:37])[CH2:28][CH2:29][NH2:30]. The catalyst is CN(C=O)C. The product is [O-:42][N+:33]1[C:34]2[CH:41]=[CH:40][CH:39]=[CH:38][C:35]=2[N+:36]([O-:37])=[C:31]([NH:27][CH2:28][CH2:29][NH:30][CH2:4][CH2:5][NH:1][C:6]([C:8]2[CH:9]=[CH:10][CH:11]=[C:12]3[C:17]=2[N:16]=[C:15]([C:18]2[CH:19]=[CH:20][N:21]=[CH:22][CH:23]=2)[CH:14]=[CH:13]3)=[O:7])[N:32]=1. The yield is 0.750. (3) The reactants are [F:1][C:2]1([F:27])[CH2:26][CH2:25][C:5]2([CH2:9][N:8](C(OCC3C=CC=CC=3)=O)[C@H:7]([C:20]([O:22][CH2:23][CH3:24])=[O:21])[CH2:6]2)[CH2:4][CH2:3]1. The catalyst is C(O)C.[OH-].[OH-].[Pd+2]. The product is [F:27][C:2]1([F:1])[CH2:26][CH2:25][C:5]2([CH2:9][NH:8][C@H:7]([C:20]([O:22][CH2:23][CH3:24])=[O:21])[CH2:6]2)[CH2:4][CH2:3]1. The yield is 0.930. (4) The reactants are [Cl:1][C:2]1[CH:10]=[C:9]([C:11](=[O:15])[N:12]([CH3:14])[CH3:13])[CH:8]=[C:7]([Cl:16])[C:3]=1[C:4](O)=[O:5].O=S(Cl)[Cl:19]. No catalyst specified. The product is [Cl:1][C:2]1[CH:10]=[C:9]([C:11](=[O:15])[N:12]([CH3:14])[CH3:13])[CH:8]=[C:7]([Cl:16])[C:3]=1[C:4]([Cl:19])=[O:5]. The yield is 1.00. (5) The reactants are [C:1]([CH:5]1[CH2:10][CH2:9][CH:8]([O:11][C:12]2[CH:21]=[CH:20][C:19]3[C:14](=[CH:15][CH:16]=[C:17]([CH:22]=O)[CH:18]=3)[N:13]=2)[CH2:7][CH2:6]1)([CH3:4])([CH3:3])[CH3:2].[NH:24]1[CH2:29][CH2:28][CH:27]([C:30]([OH:32])=[O:31])[CH2:26][CH2:25]1.C(O)C.C([BH3-])#N.[Na+].C(O)(=O)CC(CC(O)=O)(C(O)=O)O. No catalyst specified. The product is [C:1]([C@H:5]1[CH2:10][CH2:9][C@H:8]([O:11][C:12]2[CH:21]=[CH:20][C:19]3[C:14](=[CH:15][CH:16]=[C:17]([CH2:22][N:24]4[CH2:29][CH2:28][CH:27]([C:30]([OH:32])=[O:31])[CH2:26][CH2:25]4)[CH:18]=3)[N:13]=2)[CH2:7][CH2:6]1)([CH3:4])([CH3:3])[CH3:2]. The yield is 0.160. (6) The reactants are [Cl:1][C:2]1[CH:10]=[C:9]([C:11]([NH:13][C@@H:14]([C:16]2[C:25]3[C:20](=[CH:21][CH:22]=[CH:23][CH:24]=3)[CH:19]=[CH:18][CH:17]=2)[CH3:15])=[O:12])[CH:8]=[C:7]([Cl:26])[C:3]=1[C:4](O)=[O:5].Cl.[CH3:28][O:29][C:30](=[O:42])[C@H:31]([CH2:33][NH:34][C:35]([C:37]1[S:38][CH:39]=[CH:40][CH:41]=1)=[O:36])[NH2:32].CN(C(ON1N=NC2C=CC=CC1=2)=[N+](C)C)C.F[P-](F)(F)(F)(F)F.C1C=CC2N(O)N=NC=2C=1.C(N(C(C)C)CC)(C)C. The catalyst is CN(C)C=O. The product is [Cl:1][C:2]1[CH:10]=[C:9]([C:11]([NH:13][C@@H:14]([C:16]2[C:25]3[C:20](=[CH:21][CH:22]=[CH:23][CH:24]=3)[CH:19]=[CH:18][CH:17]=2)[CH3:15])=[O:12])[CH:8]=[C:7]([Cl:26])[C:3]=1[C:4]([NH:32][C@H:31]([C:30]([O:29][CH3:28])=[O:42])[CH2:33][NH:34][C:35]([C:37]1[S:38][CH:39]=[CH:40][CH:41]=1)=[O:36])=[O:5]. The yield is 0.170. (7) The product is [C:32]([C:29]1[CH:28]=[CH:27][C:26]([CH2:25][N:19]2[C:20](=[O:24])[N:21]([CH2:22][CH3:23])[C:17]([CH2:16][CH2:15][CH2:14][C:11]3[CH:10]=[CH:9][C:8]([C:5]4[N:6]=[CH:7][C:2]([NH:1][S:37]([CH3:36])(=[O:39])=[O:38])=[CH:3][CH:4]=4)=[CH:13][CH:12]=3)=[N:18]2)=[CH:31][CH:30]=1)([CH3:34])([CH3:33])[CH3:35]. The yield is 0.400. The catalyst is CN(C)C1C=CN=CC=1.ClCCCl. The reactants are [NH2:1][C:2]1[CH:3]=[CH:4][C:5]([C:8]2[CH:13]=[CH:12][C:11]([CH2:14][CH2:15][CH2:16][C:17]3[N:21]([CH2:22][CH3:23])[C:20](=[O:24])[N:19]([CH2:25][C:26]4[CH:31]=[CH:30][C:29]([C:32]([CH3:35])([CH3:34])[CH3:33])=[CH:28][CH:27]=4)[N:18]=3)=[CH:10][CH:9]=2)=[N:6][CH:7]=1.[CH3:36][S:37](Cl)(=[O:39])=[O:38].N1(C2CCCCCCCCCC2)CCCN=CCCCCC1. (8) The reactants are C[O:2][C:3](=[O:19])[CH2:4][C:5]1[CH:10]=[CH:9][C:8]([O:11][CH2:12][C:13]2[CH:18]=[CH:17][CH:16]=[CH:15][CH:14]=2)=[CH:7][CH:6]=1.[OH-].[Li+].Cl. The catalyst is CO.O1CCCC1. The product is [CH2:12]([O:11][C:8]1[CH:7]=[CH:6][C:5]([CH2:4][C:3]([OH:19])=[O:2])=[CH:10][CH:9]=1)[C:13]1[CH:14]=[CH:15][CH:16]=[CH:17][CH:18]=1. The yield is 0.980. (9) The reactants are [C:1]([C:3]1[CH:4]=[C:5]([C:12]([OH:14])=O)[C:6]2[CH2:7][CH2:8][CH2:9][C:10]=2[CH:11]=1)#[N:2].C(Cl)(=O)C(Cl)=O.[F:21][C:22]1[CH:27]=[CH:26][C:25]([C@H:28]([CH2:32][CH:33]=[CH2:34])[CH2:29][NH:30][CH3:31])=[CH:24][CH:23]=1.C(N(CC)CC)C. The catalyst is CN(C=O)C.C(Cl)Cl. The product is [C:1]([C:3]1[CH:4]=[C:5]([C:12]([N:30]([CH2:29][C@H:28]([C:25]2[CH:24]=[CH:23][C:22]([F:21])=[CH:27][CH:26]=2)[CH2:32][CH:33]=[CH2:34])[CH3:31])=[O:14])[C:6]2[CH2:7][CH2:8][CH2:9][C:10]=2[CH:11]=1)#[N:2]. The yield is 0.620. (10) The reactants are C(=O)(O)[O-].[Na+].[C:6]1([OH:13])[CH:11]=[CH:10][CH:9]=[C:8]([OH:12])[CH:7]=1.[I:14]I. The catalyst is O. The product is [I:14][C:7]1[C:8]([OH:12])=[CH:9][CH:10]=[CH:11][C:6]=1[OH:13]. The yield is 0.690.